This data is from Forward reaction prediction with 1.9M reactions from USPTO patents (1976-2016). The task is: Predict the product of the given reaction. (1) Given the reactants [NH2:1][CH:2]([C:11]1[C:16]([O:17][CH3:18])=[CH:15][CH:14]=[CH:13][C:12]=1[F:19])[CH2:3][CH:4]([CH3:10])[C:5]([O:7]CC)=O.[N:20]1([C:25]2[CH:26]=[C:27]([CH:30]=[CH:31][N:32]=2)[CH:28]=O)[CH:24]=[CH:23][CH:22]=[N:21]1, predict the reaction product. The product is: [N:20]1([C:25]2[CH:26]=[C:27]([CH2:28][N:1]3[CH:2]([C:11]4[C:16]([O:17][CH3:18])=[CH:15][CH:14]=[CH:13][C:12]=4[F:19])[CH2:3][CH:4]([CH3:10])[C:5]3=[O:7])[CH:30]=[CH:31][N:32]=2)[CH:24]=[CH:23][CH:22]=[N:21]1. (2) Given the reactants [OH:1][CH2:2][C:3]1[CH:8]=[CH:7][C:6]([C:9]2[CH:10]=[C:11]([CH:18]=[CH:19][N:20]=2)[C:12]([N:14]([O:16][CH3:17])[CH3:15])=[O:13])=[CH:5][CH:4]=1.N1[CH:25]=[CH:24]N=C1.C[C:27]([Si:30](Cl)([CH3:32])[CH3:31])([CH3:29])C, predict the reaction product. The product is: [CH3:17][O:16][N:14]([CH3:15])[C:12](=[O:13])[C:11]1[CH:18]=[CH:19][N:20]=[C:9]([C:6]2[CH:7]=[CH:8][C:3]([CH2:2][O:1][Si:30]([CH2:27][CH2:29][CH2:24][CH3:25])([CH2:32][CH2:5][CH2:6][CH3:7])[CH2:31][CH2:2][CH2:3][CH3:4])=[CH:4][CH:5]=2)[CH:10]=1. (3) Given the reactants [NH2:1][C:2]1[C:3]([NH:22][CH2:23][C:24]2[CH:25]=[C:26]3[C:31](=[CH:32][CH:33]=2)[N:30]=[CH:29][CH:28]=[CH:27]3)=[N:4][C:5]([C:16]2[CH:17]=[N:18][N:19]([CH3:21])[CH:20]=2)=[CH:6][C:7]=1[NH:8]C(=O)OC(C)(C)C.[N:34]([O-])=O.[Na+].[OH-].[Na+].C(O)(C(F)(F)F)=O.C([O-])([O-])=O.[Na+].[Na+], predict the reaction product. The product is: [CH3:21][N:19]1[CH:20]=[C:16]([C:5]2[N:4]=[C:3]3[N:22]([CH2:23][C:24]4[CH:25]=[C:26]5[C:31](=[CH:32][CH:33]=4)[N:30]=[CH:29][CH:28]=[CH:27]5)[N:34]=[N:1][C:2]3=[C:7]([NH2:8])[CH:6]=2)[CH:17]=[N:18]1.